The task is: Predict the reactants needed to synthesize the given product.. This data is from Full USPTO retrosynthesis dataset with 1.9M reactions from patents (1976-2016). (1) Given the product [CH3:20][O:15][C:14](=[O:16])[C:13]1[CH:17]=[CH:18][CH:19]=[C:11]([C:8](=[O:10])[CH3:9])[CH:12]=1, predict the reactants needed to synthesize it. The reactants are: S(=O)(=O)(O)O.CO.[C:8]([C:11]1[CH:12]=[C:13]([CH:17]=[CH:18][CH:19]=1)[C:14]([OH:16])=[O:15])(=[O:10])[CH3:9].[C:20]([O-])(O)=O.[Na+]. (2) The reactants are: O.[Cl:2][C:3]1[CH:11]=[C:10](O)[CH:9]=[CH:8][C:4]=1C(O)=O.[C:13]([O-:16])([O-])=[O:14].[K+].[K+].[CH3:19]I.O.CN([CH:25]=[O:26])C. Given the product [CH3:19][O:16][C:13](=[O:14])[C:4]1[CH:8]=[CH:9][C:10]([O:26][CH3:25])=[CH:11][C:3]=1[Cl:2], predict the reactants needed to synthesize it. (3) Given the product [OH:6][C:7]1[CH:8]=[CH:9][C:10]([C:13]2[CH:14]=[C:15]3[C:20](=[CH:21][CH:22]=2)[C:19]([N+:23]([O-:25])=[O:24])=[C:18]([OH:26])[CH:17]=[CH:16]3)=[CH:11][CH:12]=1, predict the reactants needed to synthesize it. The reactants are: C([Si](C)(C)[O:6][C:7]1[CH:12]=[CH:11][C:10]([C:13]2[CH:14]=[C:15]3[C:20](=[CH:21][CH:22]=2)[C:19]([N+:23]([O-:25])=[O:24])=[C:18]([OH:26])[CH:17]=[CH:16]3)=[CH:9][CH:8]=1)(C)(C)C.CCCC[N+](CCCC)(CCCC)CCCC.[F-].